This data is from Catalyst prediction with 721,799 reactions and 888 catalyst types from USPTO. The task is: Predict which catalyst facilitates the given reaction. (1) Reactant: [CH3:1][O:2][C:3]1[CH:4]=[C:5]2[C:10](=[CH:11][C:12]=1[O:13][CH3:14])[N:9]=[CH:8][CH:7]=[C:6]2[O:15][C:16]1[C:22]([CH3:23])=[CH:21][C:19]([NH2:20])=[C:18]([CH3:24])[CH:17]=1.Cl[C:26](Cl)([O:28][C:29](=[O:35])OC(Cl)(Cl)Cl)Cl.[CH:37]1(CO)[CH2:39][CH2:38]1.C(=O)(O)[O-].[Na+]. Product: [CH3:1][O:2][C:3]1[CH:4]=[C:5]2[C:10](=[CH:11][C:12]=1[O:13][CH3:14])[N:9]=[CH:8][CH:7]=[C:6]2[O:15][C:16]1[C:22]([CH3:23])=[CH:21][C:19]([NH:20][C:29](=[O:35])[O:28][CH2:26][CH:37]2[CH2:39][CH2:38]2)=[C:18]([CH3:24])[CH:17]=1. The catalyst class is: 208. (2) Reactant: [OH:1][C@H:2]1[CH2:7][CH2:6][C@H:5]([C:8]([OH:10])=O)[CH2:4][CH2:3]1.[CH:11]([N:14]1[CH2:19][CH2:18][NH:17][CH2:16][CH2:15]1)([CH3:13])[CH3:12].CN(C(ON1N=NC2C=CC=CC1=2)=[N+](C)C)C.[B-](F)(F)(F)F.C(N(CC)CC)C. The catalyst class is: 31. Product: [CH:11]([N:14]1[CH2:19][CH2:18][N:17]([C:8]([C@H:5]2[CH2:4][CH2:3][C@H:2]([OH:1])[CH2:7][CH2:6]2)=[O:10])[CH2:16][CH2:15]1)([CH3:13])[CH3:12].